This data is from NCI-60 drug combinations with 297,098 pairs across 59 cell lines. The task is: Regression. Given two drug SMILES strings and cell line genomic features, predict the synergy score measuring deviation from expected non-interaction effect. (1) Drug 1: CN1C2=C(C=C(C=C2)N(CCCl)CCCl)N=C1CCCC(=O)O.Cl. Drug 2: C1CN(CCN1C(=O)CCBr)C(=O)CCBr. Cell line: RXF 393. Synergy scores: CSS=1.44, Synergy_ZIP=-0.150, Synergy_Bliss=0.863, Synergy_Loewe=-1.81, Synergy_HSA=-1.21. (2) Drug 1: C1=CN(C(=O)N=C1N)C2C(C(C(O2)CO)O)O.Cl. Drug 2: CN(CCCl)CCCl.Cl. Cell line: M14. Synergy scores: CSS=20.3, Synergy_ZIP=-2.19, Synergy_Bliss=2.07, Synergy_Loewe=-9.31, Synergy_HSA=0.739. (3) Drug 1: CC(C1=C(C=CC(=C1Cl)F)Cl)OC2=C(N=CC(=C2)C3=CN(N=C3)C4CCNCC4)N. Drug 2: CS(=O)(=O)CCNCC1=CC=C(O1)C2=CC3=C(C=C2)N=CN=C3NC4=CC(=C(C=C4)OCC5=CC(=CC=C5)F)Cl. Cell line: HCT-15. Synergy scores: CSS=3.35, Synergy_ZIP=-0.676, Synergy_Bliss=1.56, Synergy_Loewe=-0.828, Synergy_HSA=-0.720. (4) Drug 1: C1=C(C(=O)NC(=O)N1)F. Drug 2: C(CCl)NC(=O)N(CCCl)N=O. Cell line: 786-0. Synergy scores: CSS=25.5, Synergy_ZIP=-3.74, Synergy_Bliss=-6.28, Synergy_Loewe=-8.33, Synergy_HSA=-3.60. (5) Cell line: NCI-H322M. Drug 2: CCC1(CC2CC(C3=C(CCN(C2)C1)C4=CC=CC=C4N3)(C5=C(C=C6C(=C5)C78CCN9C7C(C=CC9)(C(C(C8N6C)(C(=O)OC)O)OC(=O)C)CC)OC)C(=O)OC)O.OS(=O)(=O)O. Synergy scores: CSS=2.05, Synergy_ZIP=0.397, Synergy_Bliss=-1.30, Synergy_Loewe=-5.39, Synergy_HSA=-4.97. Drug 1: C1=CN(C(=O)N=C1N)C2C(C(C(O2)CO)O)O.Cl. (6) Drug 1: CCCCC(=O)OCC(=O)C1(CC(C2=C(C1)C(=C3C(=C2O)C(=O)C4=C(C3=O)C=CC=C4OC)O)OC5CC(C(C(O5)C)O)NC(=O)C(F)(F)F)O. Drug 2: CC1C(C(CC(O1)OC2CC(CC3=C2C(=C4C(=C3O)C(=O)C5=CC=CC=C5C4=O)O)(C(=O)C)O)N)O. Cell line: NCIH23. Synergy scores: CSS=37.1, Synergy_ZIP=-0.652, Synergy_Bliss=-0.638, Synergy_Loewe=-12.6, Synergy_HSA=-0.00215.